This data is from NCI-60 drug combinations with 297,098 pairs across 59 cell lines. The task is: Regression. Given two drug SMILES strings and cell line genomic features, predict the synergy score measuring deviation from expected non-interaction effect. Drug 1: C1CCC(CC1)NC(=O)N(CCCl)N=O. Drug 2: CN(C)N=NC1=C(NC=N1)C(=O)N. Cell line: OVCAR-4. Synergy scores: CSS=2.72, Synergy_ZIP=-1.75, Synergy_Bliss=-0.982, Synergy_Loewe=-3.74, Synergy_HSA=-1.03.